From a dataset of TCR-epitope binding with 47,182 pairs between 192 epitopes and 23,139 TCRs. Binary Classification. Given a T-cell receptor sequence (or CDR3 region) and an epitope sequence, predict whether binding occurs between them. The epitope is TSNQVAVLY. The TCR CDR3 sequence is CASSQDGTLLGYEQYF. Result: 0 (the TCR does not bind to the epitope).